Dataset: Forward reaction prediction with 1.9M reactions from USPTO patents (1976-2016). Task: Predict the product of the given reaction. (1) Given the reactants [H-].[Na+].[N:3]1([C:10]2[C:19]3[C:14](=[CH:15][C:16]([CH2:20][OH:21])=[CH:17][CH:18]=3)[N:13]=[C:12]([CH3:22])[CH:11]=2)[CH2:9][CH2:8][CH2:7][CH2:6][CH2:5][CH2:4]1.F[C:24]1[CH:31]=[CH:30][C:27]([C:28]#[N:29])=[CH:26][CH:25]=1, predict the reaction product. The product is: [N:3]1([C:10]2[C:19]3[C:14](=[CH:15][C:16]([CH2:20][O:21][C:24]4[CH:31]=[CH:30][C:27]([C:28]#[N:29])=[CH:26][CH:25]=4)=[CH:17][CH:18]=3)[N:13]=[C:12]([CH3:22])[CH:11]=2)[CH2:4][CH2:5][CH2:6][CH2:7][CH2:8][CH2:9]1. (2) Given the reactants [NH2:1][C:2]1[CH:3]=[C:4]2[C:9](=[C:10]([C:12]([N:14]([CH3:16])[CH3:15])=[O:13])[CH:11]=1)[N:8]=[CH:7][C:6]([C:17]#[N:18])=[C:5]2[NH:19][C:20]1[CH:25]=[CH:24][C:23]([F:26])=[C:22]([Cl:27])[CH:21]=1.O[CH2:29][C:30]1[O:36][C:33]([CH:34]=[O:35])=[CH:32][CH:31]=1.[BH3-]C#N.[Na+], predict the reaction product. The product is: [Cl:27][C:22]1[CH:21]=[C:20]([NH:19][C:5]2[C:4]3[C:9](=[C:10]([C:12]([N:14]([CH3:15])[CH3:16])=[O:13])[CH:11]=[C:2]([NH:1][CH2:29][C:30]4[O:36][C:33]([CH2:34][OH:35])=[CH:32][CH:31]=4)[CH:3]=3)[N:8]=[CH:7][C:6]=2[C:17]#[N:18])[CH:25]=[CH:24][C:23]=1[F:26].